Dataset: Forward reaction prediction with 1.9M reactions from USPTO patents (1976-2016). Task: Predict the product of the given reaction. (1) Given the reactants [N:1]1([C:12]([O:14][C:15]([CH3:18])([CH3:17])[CH3:16])=[O:13])[CH2:6][CH2:5][CH:4]([C:7]([O:9][CH2:10][CH3:11])=[O:8])[CH2:3][CH2:2]1.[Li+].[CH3:20]C([N-]C(C)C)C.C1CCCCC1.CI, predict the reaction product. The product is: [CH3:20][C:4]1([C:7]([O:9][CH2:10][CH3:11])=[O:8])[CH2:3][CH2:2][N:1]([C:12]([O:14][C:15]([CH3:17])([CH3:16])[CH3:18])=[O:13])[CH2:6][CH2:5]1. (2) The product is: [Cl:1][C:2]1[CH:7]=[C:6]([O:8][CH3:10])[C:5]([Cl:9])=[CH:4][N:3]=1. Given the reactants [Cl:1][C:2]1[CH:7]=[C:6]([OH:8])[C:5]([Cl:9])=[CH:4][N:3]=1.[C:10]([O-])([O-])=O.[K+].[K+].CI, predict the reaction product. (3) Given the reactants [H-].[Na+].[CH3:3][C:4]([C:8]1[CH:13]=[CH:12][C:11]([N+:14]([O-:16])=[O:15])=[CH:10][CH:9]=1)([CH3:7])[CH2:5][OH:6].I[CH3:18], predict the reaction product. The product is: [CH3:18][O:6][CH2:5][C:4]([C:8]1[CH:13]=[CH:12][C:11]([N+:14]([O-:16])=[O:15])=[CH:10][CH:9]=1)([CH3:3])[CH3:7]. (4) Given the reactants Cl[C:2]1[CH:7]=[C:6]([CH2:8][NH:9][C:10](=[O:16])[O:11][C:12]([CH3:15])([CH3:14])[CH3:13])[C:5]([F:17])=[CH:4][N:3]=1.[CH:18]1(B(O)O)[CH2:20][CH2:19]1.P([O-])([O-])([O-])=O.[K+].[K+].[K+].C1(P(C2CCCCC2)C2CCCCC2)CCCCC1, predict the reaction product. The product is: [CH:18]1([C:2]2[CH:7]=[C:6]([CH2:8][NH:9][C:10](=[O:16])[O:11][C:12]([CH3:15])([CH3:14])[CH3:13])[C:5]([F:17])=[CH:4][N:3]=2)[CH2:20][CH2:19]1. (5) Given the reactants Cl[C:2]1[N:7]=[C:6]([O:8][C:9]2[CH:35]=[CH:34][CH:33]=[CH:32][C:10]=2[CH2:11][NH:12][C:13]([NH:15][C:16]2[O:20][C:19]([C:21]([CH3:24])([CH3:23])[CH3:22])=[N:18][C:17]=2[C:25]2[CH:30]=[CH:29][C:28]([CH3:31])=[CH:27][CH:26]=2)=[O:14])[CH:5]=[CH:4][N:3]=1.[NH:36]1[CH2:41][CH2:40][O:39][CH2:38][CH2:37]1, predict the reaction product. The product is: [O:39]1[CH2:40][CH2:41][N:36]([C:2]2[N:7]=[C:6]([O:8][C:9]3[CH:35]=[CH:34][CH:33]=[CH:32][C:10]=3[CH2:11][NH:12][C:13]([NH:15][C:16]3[O:20][C:19]([C:21]([CH3:23])([CH3:22])[CH3:24])=[N:18][C:17]=3[C:25]3[CH:26]=[CH:27][C:28]([CH3:31])=[CH:29][CH:30]=3)=[O:14])[CH:5]=[CH:4][N:3]=2)[CH2:37][CH2:38]1. (6) Given the reactants [C:1]([O:5][C:6]([NH:8][C:9]1[CH:10]=[CH:11][C:12]([O:15][CH:16]([CH3:18])[CH3:17])=[N:13][CH:14]=1)=[O:7])([CH3:4])([CH3:3])[CH3:2].[Li]CCCC.[I:24]I.[Cl-].[NH4+], predict the reaction product. The product is: [C:1]([O:5][C:6]([NH:8][C:9]1[C:10]([I:24])=[CH:11][C:12]([O:15][CH:16]([CH3:18])[CH3:17])=[N:13][CH:14]=1)=[O:7])([CH3:4])([CH3:3])[CH3:2]. (7) Given the reactants [Br:1][C:2]1[CH:7]=[CH:6][C:5]([C:8]2[CH2:13][CH2:12][N:11]([C:14]([O:16][C:17]([CH3:20])([CH3:19])[CH3:18])=[O:15])[CH2:10][CH:9]=2)=[CH:4][CH:3]=1.[H][H], predict the reaction product. The product is: [C:17]([O:16][C:14]([N:11]1[CH2:12][CH2:13][CH:8]([C:5]2[CH:6]=[CH:7][C:2]([Br:1])=[CH:3][CH:4]=2)[CH2:9][CH2:10]1)=[O:15])([CH3:20])([CH3:18])[CH3:19]. (8) Given the reactants F[C:2]1[CH:7]=[C:6]([C:8]2[N:12]3[CH:13]=[CH:14][CH:15]=[CH:16][C:11]3=[N:10][C:9]=2[C:17]([O:19][CH2:20][CH3:21])=[O:18])[CH:5]=[CH:4][N:3]=1.[CH3:22][NH:23][CH3:24], predict the reaction product. The product is: [CH3:22][N:23]([CH3:24])[C:2]1[CH:7]=[C:6]([C:8]2[N:12]3[CH:13]=[CH:14][CH:15]=[CH:16][C:11]3=[N:10][C:9]=2[C:17]([O:19][CH2:20][CH3:21])=[O:18])[CH:5]=[CH:4][N:3]=1.